Task: Predict the reactants needed to synthesize the given product.. Dataset: Full USPTO retrosynthesis dataset with 1.9M reactions from patents (1976-2016) (1) Given the product [Br:18][C:19]1[CH:26]=[CH:25][C:22]([CH2:23][O:15][C:10]2[CH:11]=[C:12]3[C:7](=[CH:8][CH:9]=2)[CH2:6][CH:5]([CH2:4][N:2]([CH3:1])[CH3:3])[CH2:14][CH2:13]3)=[CH:21][CH:20]=1, predict the reactants needed to synthesize it. The reactants are: [CH3:1][N:2]([CH2:4][CH:5]1[CH2:14][CH2:13][C:12]2[C:7](=[CH:8][CH:9]=[C:10]([OH:15])[CH:11]=2)[CH2:6]1)[CH3:3].[H-].[Na+].[Br:18][C:19]1[CH:26]=[CH:25][C:22]([CH2:23]Br)=[CH:21][CH:20]=1.O. (2) The reactants are: [CH3:1][C:2]1[C:6]([C:7]2[CH:16]=[C:15]3[C:10]([C:11]([NH:18][C@@H:19]([C:21]4[CH:26]=[CH:25][CH:24]=[CH:23][N:22]=4)[CH3:20])=[C:12]([NH2:17])[CH:13]=[N:14]3)=[CH:9][C:8]=2[O:27][CH3:28])=[C:5]([CH3:29])[O:4][N:3]=1.[O:30]1[CH2:35][CH2:34][CH:33]([C:36](O)=O)[CH2:32][CH2:31]1.CN(C(ON1N=NC2C=CC=NC1=2)=[N+](C)C)C.F[P-](F)(F)(F)(F)F.C(N(CC)CC)C.C(=O)([O-])O.[Na+]. Given the product [CH3:1][C:2]1[C:6]([C:7]2[C:8]([O:27][CH3:28])=[CH:9][C:10]3[C:11]4[N:18]([CH:19]([C:21]5[CH:26]=[CH:25][CH:24]=[CH:23][N:22]=5)[CH3:20])[C:36]([CH:33]5[CH2:34][CH2:35][O:30][CH2:31][CH2:32]5)=[N:17][C:12]=4[CH:13]=[N:14][C:15]=3[CH:16]=2)=[C:5]([CH3:29])[O:4][N:3]=1, predict the reactants needed to synthesize it. (3) Given the product [ClH:1].[CH:17]1([CH2:20][N:21]([CH2:34][CH2:35][CH3:36])[CH2:22][CH2:23][O:24][C:25]2[CH:30]=[CH:29][C:28]([NH:31][C:14](=[O:16])[C:13]#[C:12][C:3]3[CH:4]=[CH:5][C:6]([C:8]([F:9])([F:10])[F:11])=[CH:7][C:2]=3[Cl:1])=[CH:27][C:26]=2[O:32][CH3:33])[CH2:19][CH2:18]1, predict the reactants needed to synthesize it. The reactants are: [Cl:1][C:2]1[CH:7]=[C:6]([C:8]([F:11])([F:10])[F:9])[CH:5]=[CH:4][C:3]=1[C:12]#[C:13][C:14]([OH:16])=O.[CH:17]1([CH2:20][N:21]([CH2:34][CH2:35][CH3:36])[CH2:22][CH2:23][O:24][C:25]2[CH:30]=[CH:29][C:28]([NH2:31])=[CH:27][C:26]=2[O:32][CH3:33])[CH2:19][CH2:18]1.Cl. (4) Given the product [CH3:1][S:2]([OH:5])(=[O:4])=[O:3].[CH:6]1[CH:7]=[CH:8][C:9]2[NH:14][CH:13]=[C:12]([C:15]([O:17][C@@H:18]3[CH2:19][C@H:20]4[N:26]5[CH2:27][C:28](=[O:29])[C@@H:22]([CH2:21]4)[CH2:23][C@@H:24]5[CH2:25]3)=[O:16])[C:10]=2[CH:11]=1.[OH2:3], predict the reactants needed to synthesize it. The reactants are: [CH3:1][S:2]([OH:5])(=[O:4])=[O:3].[CH:6]1[CH:7]=[CH:8][C:9]2[NH:14][CH:13]=[C:12]([C:15]([O:17][C@@H:18]3[CH2:25][C@H:24]4[N:26]5[CH2:27][C:28](=[O:29])[C@@H:22]([CH2:23]4)[CH2:21][C@@H:20]5[CH2:19]3)=[O:16])[C:10]=2[CH:11]=1. (5) Given the product [CH2:1]([O:8][C:9]1[CH:10]=[CH:11][C:12]2[N:13]([N:16]=[CH:17][C:18]=2[C:19]([O:21][CH3:22])=[O:20])[C:14]=1[CH:23]1[CH2:25][CH2:24]1)[C:2]1[CH:7]=[CH:6][CH:5]=[CH:4][CH:3]=1, predict the reactants needed to synthesize it. The reactants are: [CH2:1]([O:8][C:9]1[CH:10]=[CH:11][C:12]2[N:13]([N:16]=[CH:17][C:18]=2[C:19]([O:21][CH3:22])=[O:20])[C:14]=1Br)[C:2]1[CH:7]=[CH:6][CH:5]=[CH:4][CH:3]=1.[CH:23]1(B(O)O)[CH2:25][CH2:24]1.F[B-](F)(F)F.C1([PH+](C2CCCCC2)C2CCCCC2)CCCCC1.P(=O)(O)(O)O.[K]. (6) The reactants are: [CH3:1][NH:2][O:3][CH:4]1[CH2:9][CH2:8][N:7]([S:10]([C:13]2[CH:18]=[CH:17][CH:16]=[C:15]([C:19]([F:22])([F:21])[F:20])[CH:14]=2)(=[O:12])=[O:11])[CH2:6][CH2:5]1.ClC([O:26][C:27](Cl)(Cl)Cl)=O.C.[F:32][C:33]1[CH:39]=[CH:38][C:36]([NH2:37])=[CH:35][CH:34]=1.C(N(CC)C(C)C)(C)C. Given the product [F:32][C:33]1[CH:39]=[CH:38][C:36]([NH:37][C:27](=[O:26])[N:2]([CH3:1])[O:3][CH:4]2[CH2:5][CH2:6][N:7]([S:10]([C:13]3[CH:18]=[CH:17][CH:16]=[C:15]([C:19]([F:22])([F:20])[F:21])[CH:14]=3)(=[O:12])=[O:11])[CH2:8][CH2:9]2)=[CH:35][CH:34]=1, predict the reactants needed to synthesize it. (7) Given the product [CH3:1][O:2][C:3]1[C:4]([O:15][CH3:16])=[CH:5][C:6]2[S:10][C:9]([C:11]([O:13][CH3:22])=[O:12])=[CH:8][C:7]=2[CH:14]=1, predict the reactants needed to synthesize it. The reactants are: [CH3:1][O:2][C:3]1[C:4]([O:15][CH3:16])=[CH:5][C:6]2[S:10][C:9]([C:11]([OH:13])=[O:12])=[CH:8][C:7]=2[CH:14]=1.S(=O)(=O)(O)O.[CH3:22]O. (8) Given the product [N:33]1([C:31]([NH:30][C@@H:26]2[CH2:27][CH2:28][CH2:29][N:24]([C:17]3[N:18]=[N:19][C:20]([C:21]([NH2:23])=[O:22])=[C:15]([NH:14][C:11]4[CH:12]=[CH:13][C:8]([CH:5]5[CH2:6][CH2:7][N:2]([C:48](=[O:51])[CH2:49][CH3:50])[CH2:3][CH2:4]5)=[CH:9][CH:10]=4)[N:16]=3)[CH2:25]2)=[O:32])[CH2:38][CH2:37][CH2:36][CH2:35][CH2:34]1, predict the reactants needed to synthesize it. The reactants are: Cl.[NH:2]1[CH2:7][CH2:6][CH:5]([C:8]2[CH:13]=[CH:12][C:11]([NH:14][C:15]3[N:16]=[C:17]([N:24]4[CH2:29][CH2:28][CH2:27][C@@H:26]([NH:30][C:31]([N:33]5[CH2:38][CH2:37][CH2:36][CH2:35][CH2:34]5)=[O:32])[CH2:25]4)[N:18]=[N:19][C:20]=3[C:21]([NH2:23])=[O:22])=[CH:10][CH:9]=2)[CH2:4][CH2:3]1.CCN(C(C)C)C(C)C.[C:48](Cl)(=[O:51])[CH:49]=[CH2:50]. (9) Given the product [CH3:2][C:3]1[N:8]=[CH:7][C:6]([CH2:9][CH2:10][N:11]2[C:13]3[CH:22]=[CH:21][C:16]([C:17]([OH:19])=[O:18])=[CH:15][C:14]=3[C:25]3[CH2:24][NH:23][CH2:28][CH2:27][C:26]2=3)=[CH:5][CH:4]=1, predict the reactants needed to synthesize it. The reactants are: Cl.[CH3:2][C:3]1[N:8]=[CH:7][C:6]([CH2:9][CH2:10][N:11]([C:13]2[CH:22]=[CH:21][C:16]([C:17]([O:19]C)=[O:18])=[CH:15][CH:14]=2)N)=[CH:5][CH:4]=1.[NH:23]1[CH2:28][CH2:27][CH2:26][CH2:25][C:24]1=O.S(=O)(=O)(O)O.